Dataset: Full USPTO retrosynthesis dataset with 1.9M reactions from patents (1976-2016). Task: Predict the reactants needed to synthesize the given product. (1) The reactants are: FC(F)(F)C1C=C(C=CC=1)CCO.[F:14][C:15]([F:26])([F:25])[C:16]1[CH:24]=[CH:23][C:19]([CH2:20][CH2:21][OH:22])=[CH:18][CH:17]=1. Given the product [F:14][C:15]([F:25])([F:26])[C:16]1[CH:17]=[CH:18][C:19]([CH2:20][CH:21]=[O:22])=[CH:23][CH:24]=1, predict the reactants needed to synthesize it. (2) Given the product [Br:1][C:2]1[CH:3]=[CH:4][C:5]([OH:11])=[C:6]([CH:10]=1)[C:7]([NH2:17])=[O:8], predict the reactants needed to synthesize it. The reactants are: [Br:1][C:2]1[CH:10]=[C:6]([C:7](O)=[O:8])[C:5]([OH:11])=[CH:4][CH:3]=1.OS(O)(=O)=O.[NH3:17]. (3) Given the product [CH3:8][C:6]1([CH3:7])[C:2]([CH3:16])([CH3:1])[O:3][B:4]([C:9]2[CH:10]=[CH:11][C:12]([NH:15][C:17](=[O:22])[C:18]([CH3:21])([CH3:20])[CH3:19])=[N:13][CH:14]=2)[O:5]1, predict the reactants needed to synthesize it. The reactants are: [CH3:1][C:2]1([CH3:16])[C:6]([CH3:8])([CH3:7])[O:5][B:4]([C:9]2[CH:10]=[CH:11][C:12]([NH2:15])=[N:13][CH:14]=2)[O:3]1.[C:17](Cl)(=[O:22])[C:18]([CH3:21])([CH3:20])[CH3:19].C(N(CC)CC)C. (4) Given the product [CH3:43][S:40]([O:23][CH2:22][CH2:21][C:17]1[CH:18]=[CH:19][CH:20]=[C:15]([C:12]2[N:11]=[C:10]([C:8]3[CH:7]=[CH:6][C:5]([C:24]4[CH:29]=[CH:28][CH:27]=[CH:26][C:25]=4[CH3:30])=[C:4]([CH2:3][O:2][CH3:1])[CH:9]=3)[O:14][N:13]=2)[CH:16]=1)(=[O:42])=[O:41], predict the reactants needed to synthesize it. The reactants are: [CH3:1][O:2][CH2:3][C:4]1[CH:9]=[C:8]([C:10]2[O:14][N:13]=[C:12]([C:15]3[CH:16]=[C:17]([CH2:21][CH2:22][OH:23])[CH:18]=[CH:19][CH:20]=3)[N:11]=2)[CH:7]=[CH:6][C:5]=1[C:24]1[CH:29]=[CH:28][CH:27]=[CH:26][C:25]=1[CH3:30].CCN(C(C)C)C(C)C.[S:40](Cl)([CH3:43])(=[O:42])=[O:41]. (5) Given the product [F:34][C:31]1[CH:30]=[CH:29][C:28]([C:6]2[N:10]3[CH:11]=[CH:12][C:13]([C:15]([F:16])([F:17])[F:18])=[N:14][C:9]3=[N:8][CH:7]=2)=[CH:33][N:32]=1, predict the reactants needed to synthesize it. The reactants are: C([Sn](CCCC)(CCCC)[C:6]1[N:10]2[CH:11]=[CH:12][C:13]([C:15]([F:18])([F:17])[F:16])=[N:14][C:9]2=[N:8][CH:7]=1)CCC.Br[C:28]1[CH:29]=[CH:30][C:31]([F:34])=[N:32][CH:33]=1.